From a dataset of Full USPTO retrosynthesis dataset with 1.9M reactions from patents (1976-2016). Predict the reactants needed to synthesize the given product. (1) Given the product [F:1][C:2]1[CH:3]=[C:4]([C:9]2[CH:14]=[CH:13][C:12]([C:15]3[C:24]4[C:19](=[CH:20][C:21]([S:25]([NH:49][C:45]5[CH:44]=[C:43]([CH3:42])[N:48]=[CH:47][N:46]=5)(=[O:26])=[O:27])=[CH:22][CH:23]=4)[CH:18]=[CH:17][N:16]=3)=[C:11]([O:40][CH3:41])[CH:10]=2)[CH:5]=[C:6]([F:8])[CH:7]=1, predict the reactants needed to synthesize it. The reactants are: [F:1][C:2]1[CH:3]=[C:4]([C:9]2[CH:14]=[CH:13][C:12]([C:15]3[C:24]4[C:19](=[CH:20][C:21]([S:25](OC5C(F)=C(F)C(F)=C(F)C=5F)(=[O:27])=[O:26])=[CH:22][CH:23]=4)[CH:18]=[CH:17][N:16]=3)=[C:11]([O:40][CH3:41])[CH:10]=2)[CH:5]=[C:6]([F:8])[CH:7]=1.[CH3:42][C:43]1[N:48]=[CH:47][N:46]=[C:45]([NH2:49])[CH:44]=1.C[Si]([N-][Si](C)(C)C)(C)C.[Li+]. (2) Given the product [CH:1]([N:3]1[C:10]2[N:6]([N:7]=[CH:8][C:9]=2[CH2:11][CH2:12][C:13]([O:15][CH2:16][CH3:17])=[O:14])[CH2:5][CH2:4]1)=[O:2], predict the reactants needed to synthesize it. The reactants are: [CH:1]([N:3]1[C:10]2[N:6]([N:7]=[CH:8][C:9]=2/[CH:11]=[CH:12]/[C:13]([O:15][CH2:16][CH3:17])=[O:14])[CH2:5][CH2:4]1)=[O:2]. (3) Given the product [CH3:16][C:17]1[O:15][N:14]=[C:2]([CH:3]2[CH2:4][N:5]([C:7]([O:9][C:10]([CH3:12])([CH3:11])[CH3:13])=[O:8])[CH2:6]2)[N:1]=1, predict the reactants needed to synthesize it. The reactants are: [NH2:1]/[C:2](=[N:14]\[OH:15])/[CH:3]1[CH2:6][N:5]([C:7]([O:9][C:10]([CH3:13])([CH3:12])[CH3:11])=[O:8])[CH2:4]1.[CH3:16][CH2:17]N(C(C)C)C(C)C.C(Cl)(=O)C. (4) Given the product [CH2:18]([OH:17])[CH2:19][CH2:20][CH2:21][CH2:22][CH2:23][CH2:7][CH:8]=[CH:9][CH:10]=[CH:11][CH3:12], predict the reactants needed to synthesize it. The reactants are: C([Mg]Br)CCC.[CH2:7](Br)[CH2:8][CH2:9][CH2:10][CH2:11][CH3:12].C([O:17][CH2:18]/[CH:19]=[CH:20]/[CH:21]=[CH:22]/[CH3:23])(=O)C.ClC(O)CCCCC.